Dataset: Catalyst prediction with 721,799 reactions and 888 catalyst types from USPTO. Task: Predict which catalyst facilitates the given reaction. (1) Reactant: [C:1]([N:4]1[CH2:9][CH2:8][CH:7]([N:10]([C:12]2[C:17]([Br:18])=[CH:16][N:15]=[C:14]([C:19]#[N:20])[N:13]=2)[NH2:11])[CH2:6][CH2:5]1)(=[O:3])[CH3:2].[Br:21][CH2:22][C:23]1[CH:31]=[CH:30][C:26]([C:27](Br)=[O:28])=[CH:25][CH:24]=1.CCN(C(C)C)C(C)C. Product: [C:1]([N:4]1[CH2:5][CH2:6][CH:7]([N:10]([C:12]2[C:17]([Br:18])=[CH:16][N:15]=[C:14]([C:19]#[N:20])[N:13]=2)[NH:11][C:27](=[O:28])[C:26]2[CH:30]=[CH:31][C:23]([CH2:22][Br:21])=[CH:24][CH:25]=2)[CH2:8][CH2:9]1)(=[O:3])[CH3:2]. The catalyst class is: 1. (2) The catalyst class is: 15. Reactant: [F:1][C:2]1[CH:3]=[C:4]([OH:10])[CH:5]=[C:6]([F:9])[C:7]=1[F:8].[N+:11]([O-])([OH:13])=[O:12]. Product: [F:1][C:2]1[CH2:3][C:4]([N+:11]([O-:13])=[O:12])([OH:10])[CH:5]=[C:6]([F:9])[C:7]=1[F:8]. (3) Reactant: [Cl:1][C:2]1[CH:7]=[CH:6][CH:5]=[CH:4][C:3]=1[C:8]1[C:16]2[C:11](=[CH:12][CH:13]=[CH:14][CH:15]=2)[NH:10][C:9]=1[C:17]([NH:19][NH2:20])=[O:18].[NH:21]1[CH:25]=[CH:24][N:23]=[C:22]1[CH:26]=O. Product: [Cl:1][C:2]1[CH:7]=[CH:6][CH:5]=[CH:4][C:3]=1[C:8]1[C:16]2[C:11](=[CH:12][CH:13]=[CH:14][CH:15]=2)[NH:10][C:9]=1[C:17]([NH:19][N:20]=[CH:26][C:22]1[NH:21][CH:25]=[CH:24][N:23]=1)=[O:18]. The catalyst class is: 8. (4) The catalyst class is: 2. Reactant: [F:1][C:2]1[CH:9]=[C:8]([CH2:10][CH:11]=O)[CH:7]=[CH:6][C:3]=1[C:4]#[N:5].[N+:13]([C:16]1[CH:21]=[CH:20][C:19]([CH2:22][CH2:23][N:24]2[CH2:29][CH2:28][NH:27][CH2:26][CH2:25]2)=[CH:18][CH:17]=1)([O-:15])=[O:14].[BH-](OC(C)=O)(OC(C)=O)OC(C)=O.[Na+]. Product: [F:1][C:2]1[CH:9]=[C:8]([CH2:10][CH2:11][N:27]2[CH2:28][CH2:29][N:24]([CH2:23][CH2:22][C:19]3[CH:18]=[CH:17][C:16]([N+:13]([O-:15])=[O:14])=[CH:21][CH:20]=3)[CH2:25][CH2:26]2)[CH:7]=[CH:6][C:3]=1[C:4]#[N:5]. (5) Reactant: [CH2:1]([N:3]([CH2:28][CH3:29])[C:4](=[O:27])[CH:5]([N:12]1[CH2:17][CH2:16][N:15]([C:18]2[CH:23]=[CH:22][C:21]([CH:24]=[O:25])=[CH:20][C:19]=2[F:26])[CH2:14][CH2:13]1)[C:6]1[CH:11]=[CH:10][CH:9]=[CH:8][CH:7]=1)[CH3:2].[BH4-].[Na+]. Product: [CH2:28]([N:3]([CH2:1][CH3:2])[C:4](=[O:27])[CH:5]([N:12]1[CH2:13][CH2:14][N:15]([C:18]2[CH:23]=[CH:22][C:21]([CH2:24][OH:25])=[CH:20][C:19]=2[F:26])[CH2:16][CH2:17]1)[C:6]1[CH:11]=[CH:10][CH:9]=[CH:8][CH:7]=1)[CH3:29]. The catalyst class is: 8. (6) Reactant: [CH3:1][O:2][C:3]([C:5]1[S:6][C:7]([C:10](=O)[NH:11][C:12]2[CH:17]=[CH:16][CH:15]=[CH:14][C:13]=2[NH:18][C:19]2[CH:24]=[CH:23][C:22]([O:25][CH3:26])=[CH:21][CH:20]=2)=[CH:8][CH:9]=1)=[O:4].C(O)(=O)C. Product: [CH3:1][O:2][C:3]([C:5]1[S:6][C:7]([C:10]2[N:18]([C:19]3[CH:24]=[CH:23][C:22]([O:25][CH3:26])=[CH:21][CH:20]=3)[C:13]3[CH:14]=[CH:15][CH:16]=[CH:17][C:12]=3[N:11]=2)=[CH:8][CH:9]=1)=[O:4]. The catalyst class is: 194. (7) Reactant: [O:1]1[C:5]2([CH2:10][CH2:9][CH:8]([OH:11])[CH2:7][CH2:6]2)[O:4][CH2:3][CH2:2]1.[H-].[Na+].IC.[C:16](OCC)(=O)C.CCCCCC. Product: [CH3:16][O:11][CH:8]1[CH2:9][CH2:10][C:5]2([O:4][CH2:3][CH2:2][O:1]2)[CH2:6][CH2:7]1. The catalyst class is: 9. (8) Reactant: CC1C=C(C)C=C(C)C=1S(O[CH2:14][C@@H:15]([NH:17][S:18]([C:21]1[C:26]([CH3:27])=[CH:25][C:24]([CH3:28])=[CH:23][C:22]=1[CH3:29])(=[O:20])=[O:19])[CH3:16])(=O)=O.[NH3:30]. Product: [NH2:30][CH2:14][C@@H:15]([NH:17][S:18]([C:21]1[C:26]([CH3:27])=[CH:25][C:24]([CH3:28])=[CH:23][C:22]=1[CH3:29])(=[O:20])=[O:19])[CH3:16]. The catalyst class is: 10. (9) Reactant: [CH3:1][O:2][C:3](=[O:25])[C@H:4]([CH2:21][CH2:22][S:23][CH3:24])[NH:5][C:6](=[O:20])[C:7]1[CH:12]=[CH:11][C:10]([NH2:13])=[CH:9][C:8]=1[C:14]1[CH:19]=[CH:18][CH:17]=[CH:16][CH:15]=1.[N:26]1[CH:31]=[CH:30][CH:29]=[C:28]([CH:32]=O)[CH:27]=1.C([BH3-])#N.[Na+].C(O)(=O)C. Product: [CH3:1][O:2][C:3](=[O:25])[C@H:4]([CH2:21][CH2:22][S:23][CH3:24])[NH:5][C:6](=[O:20])[C:7]1[CH:12]=[CH:11][C:10]([NH:13][CH2:32][C:28]2[CH:27]=[N:26][CH:31]=[CH:30][CH:29]=2)=[CH:9][C:8]=1[C:14]1[CH:15]=[CH:16][CH:17]=[CH:18][CH:19]=1. The catalyst class is: 5.